From a dataset of Peptide-MHC class II binding affinity with 134,281 pairs from IEDB. Regression. Given a peptide amino acid sequence and an MHC pseudo amino acid sequence, predict their binding affinity value. This is MHC class II binding data. The peptide sequence is EHGSDEWVAMTKGEG. The MHC is DRB1_0901 with pseudo-sequence DRB1_0901. The binding affinity (normalized) is 0.165.